Task: Regression. Given a peptide amino acid sequence and an MHC pseudo amino acid sequence, predict their binding affinity value. This is MHC class I binding data.. Dataset: Peptide-MHC class I binding affinity with 185,985 pairs from IEDB/IMGT (1) The peptide sequence is EEVPNIIHEA. The MHC is HLA-B40:01 with pseudo-sequence HLA-B40:01. The binding affinity (normalized) is 0.0825. (2) The peptide sequence is KEKGGLDGL. The binding affinity (normalized) is 0.517. The MHC is HLA-B40:01 with pseudo-sequence HLA-B40:01. (3) The peptide sequence is RPNNNTRKSI. The MHC is HLA-A02:06 with pseudo-sequence HLA-A02:06. The binding affinity (normalized) is 0. (4) The peptide sequence is SPAIFQSSM. The MHC is HLA-A30:01 with pseudo-sequence HLA-A30:01. The binding affinity (normalized) is 0. (5) The peptide sequence is YVIKVSARV. The MHC is HLA-A33:01 with pseudo-sequence HLA-A33:01. The binding affinity (normalized) is 0.118. (6) The peptide sequence is FSDVSHWWQ. The MHC is HLA-B07:02 with pseudo-sequence HLA-B07:02. The binding affinity (normalized) is 0.0847. (7) The binding affinity (normalized) is 0. The MHC is HLA-A02:01 with pseudo-sequence HLA-A02:01. The peptide sequence is RAEIIRMMEGA. (8) The peptide sequence is GLSQFTQTV. The MHC is HLA-A02:06 with pseudo-sequence HLA-A02:06. The binding affinity (normalized) is 0.392. (9) The peptide sequence is TMADLVYAL. The MHC is HLA-A02:01 with pseudo-sequence HLA-A02:01. The binding affinity (normalized) is 0.828. (10) The peptide sequence is SQAFNTPAL. The MHC is BoLA-AW10 with pseudo-sequence BoLA-AW10. The binding affinity (normalized) is 0.142.